Dataset: Peptide-MHC class I binding affinity with 185,985 pairs from IEDB/IMGT. Task: Regression. Given a peptide amino acid sequence and an MHC pseudo amino acid sequence, predict their binding affinity value. This is MHC class I binding data. (1) The peptide sequence is YMMDDLEL. The MHC is HLA-B35:01 with pseudo-sequence HLA-B35:01. The binding affinity (normalized) is 0.0847. (2) The peptide sequence is HHYSQAAVL. The binding affinity (normalized) is 0.0847. The MHC is HLA-B51:01 with pseudo-sequence HLA-B51:01. (3) The peptide sequence is KVFSFWLL. The MHC is H-2-Kb with pseudo-sequence H-2-Kb. The binding affinity (normalized) is 0.578. (4) The peptide sequence is KINRSKTPY. The MHC is HLA-A24:02 with pseudo-sequence HLA-A24:02. The binding affinity (normalized) is 0.0847. (5) The peptide sequence is LQYNTFLQY. The MHC is HLA-B57:01 with pseudo-sequence HLA-B57:01. The binding affinity (normalized) is 0.0847. (6) The peptide sequence is PPFKYAAAF. The MHC is Mamu-A2201 with pseudo-sequence Mamu-A2201. The binding affinity (normalized) is 0.413. (7) The binding affinity (normalized) is 0.539. The peptide sequence is QILQPILQR. The MHC is HLA-A33:01 with pseudo-sequence HLA-A33:01. (8) The peptide sequence is EENITALL. The MHC is Mamu-A11 with pseudo-sequence Mamu-A11. The binding affinity (normalized) is 0.193. (9) The peptide sequence is DPALNMENI. The MHC is H-2-Db with pseudo-sequence H-2-Db. The binding affinity (normalized) is 0.0641. (10) The peptide sequence is NQECWDSVF. The MHC is HLA-B58:01 with pseudo-sequence HLA-B58:01. The binding affinity (normalized) is 0.0847.